This data is from Reaction yield outcomes from USPTO patents with 853,638 reactions. The task is: Predict the reaction yield, written as a fraction of the theoretical maximum amount of product (1.0 means a 100% yield; for example, 0.34 means a 34% yield). (1) The reactants are CN(C)[CH:3]=[O:4].P(Cl)(Cl)(Cl)=O.[CH3:11][C:12]1[C:16]2[C:17](=[O:30])[N:18]([CH2:22][CH2:23][N:24]3[CH2:29][CH2:28][CH2:27][CH2:26][CH2:25]3)[CH2:19][CH2:20][CH2:21][C:15]=2[NH:14][CH:13]=1. The catalyst is ClCCl. The product is [CH3:11][C:12]1[C:16]2[C:17](=[O:30])[N:18]([CH2:22][CH2:23][N:24]3[CH2:29][CH2:28][CH2:27][CH2:26][CH2:25]3)[CH2:19][CH2:20][CH2:21][C:15]=2[NH:14][C:13]=1[CH:3]=[O:4]. The yield is 0.714. (2) The reactants are [Br:1][C:2]1[CH:3]=[CH:4][C:5](I)=[N:6][CH:7]=1.Br[C:10]([F:17])([F:16])[C:11]([O:13][CH2:14][CH3:15])=[O:12].C(=O)(O)[O-].[Na+]. The catalyst is CS(C)=O.[Cu]. The product is [Br:1][C:2]1[CH:3]=[CH:4][C:5]([C:10]([F:17])([F:16])[C:11]([O:13][CH2:14][CH3:15])=[O:12])=[N:6][CH:7]=1. The yield is 0.600. (3) The reactants are [OH:1][C:2]1[CH:7]=[CH:6][C:5]([CH2:8][CH2:9][NH:10][C:11](=[O:17])[O:12][C:13]([CH3:16])([CH3:15])[CH3:14])=[CH:4][CH:3]=1.[CH3:18][O:19][C:20](=[O:29])[C:21]1[CH:26]=[CH:25][CH:24]=[CH:23][C:22]=1[CH2:27]Br.C([O-])([O-])=O.[K+].[K+]. The catalyst is C(#N)C. The product is [C:13]([O:12][C:11]([NH:10][CH2:9][CH2:8][C:5]1[CH:4]=[CH:3][C:2]([O:1][CH2:27][C:22]2[CH:23]=[CH:24][CH:25]=[CH:26][C:21]=2[C:20]([O:19][CH3:18])=[O:29])=[CH:7][CH:6]=1)=[O:17])([CH3:14])([CH3:16])[CH3:15]. The yield is 0.945. (4) The reactants are [CH2:1]([O:3][C:4](=[O:15])[CH:5]=[C:6](Cl)[C:7]1[CH:8]=[C:9]([CH3:13])[CH:10]=[CH:11][CH:12]=1)[CH3:2].[C:16]([O:20][C:21]([N:23]1[C:32]2[C:27](=[CH:28][CH:29]=[C:30]([CH2:33][CH2:34][O:35][C:36]3[CH:37]=[C:38]4[C:42](=[CH:43][CH:44]=3)[NH:41][CH:40]=[CH:39]4)[N:31]=2)[CH2:26][CH2:25][CH2:24]1)=[O:22])([CH3:19])([CH3:18])[CH3:17]. No catalyst specified. The product is [C:16]([O:20][C:21]([N:23]1[C:32]2[C:27](=[CH:28][CH:29]=[C:30]([CH2:33][CH2:34][O:35][C:36]3[CH:37]=[C:38]4[C:42](=[CH:43][CH:44]=3)[N:41]([C:6]([C:7]3[CH:8]=[C:9]([CH3:13])[CH:10]=[CH:11][CH:12]=3)=[CH:5][C:4]([O:3][CH2:1][CH3:2])=[O:15])[CH:40]=[CH:39]4)[N:31]=2)[CH2:26][CH2:25][CH2:24]1)=[O:22])([CH3:19])([CH3:17])[CH3:18]. The yield is 0.400. (5) The reactants are N1C=CN=C1CN1C(=O)COC2N=C(C3C=CC(C4(N)CCC4)=CC=3)C(C3C=CC=CC=3)=CC1=2.C(OC(=O)[NH:41][C:42]1([C:46]2[CH:51]=[CH:50][C:49]([C:52]3[C:53]([C:67]4[CH:72]=[CH:71][CH:70]=[CH:69][CH:68]=4)=[CH:54][C:55]4[N:60]5[C:61](=[O:65])[N:62]([CH3:64])[N:63]=[C:59]5[CH2:58][O:57][C:56]=4[N:66]=3)=[CH:48][CH:47]=2)[CH2:45][CH2:44][CH2:43]1)(C)(C)C. No catalyst specified. The product is [NH2:41][C:42]1([C:46]2[CH:51]=[CH:50][C:49]([C:52]3[C:53]([C:67]4[CH:68]=[CH:69][CH:70]=[CH:71][CH:72]=4)=[CH:54][C:55]4[N:60]5[C:61](=[O:65])[N:62]([CH3:64])[N:63]=[C:59]5[CH2:58][O:57][C:56]=4[N:66]=3)=[CH:48][CH:47]=2)[CH2:43][CH2:44][CH2:45]1. The yield is 0.560.